Dataset: Peptide-MHC class II binding affinity with 134,281 pairs from IEDB. Task: Regression. Given a peptide amino acid sequence and an MHC pseudo amino acid sequence, predict their binding affinity value. This is MHC class II binding data. (1) The peptide sequence is EKKYFLATQFEPLAA. The MHC is HLA-DPA10103-DPB10401 with pseudo-sequence HLA-DPA10103-DPB10401. The binding affinity (normalized) is 1.00. (2) The peptide sequence is TRLIEDYFESFSSFF. The MHC is DRB1_0101 with pseudo-sequence DRB1_0101. The binding affinity (normalized) is 0.107. (3) The peptide sequence is VFKEKVDTRAKDPPA. The MHC is DRB3_0301 with pseudo-sequence DRB3_0301. The binding affinity (normalized) is 0. (4) The peptide sequence is GIFLSVAAGNEAENA. The MHC is HLA-DPA10201-DPB10501 with pseudo-sequence HLA-DPA10201-DPB10501. The binding affinity (normalized) is 0.189. (5) The peptide sequence is PICPGYRWMCLRRFI. The MHC is DRB1_1501 with pseudo-sequence DRB1_1501. The binding affinity (normalized) is 0.426. (6) The peptide sequence is TLMGRYTHYKSRNLN. The MHC is DRB1_0101 with pseudo-sequence DRB1_0101. The binding affinity (normalized) is 1.00.